Dataset: Forward reaction prediction with 1.9M reactions from USPTO patents (1976-2016). Task: Predict the product of the given reaction. Given the reactants [NH:1]1[C:5]2[CH:6]=[CH:7][CH:8]=[CH:9][C:4]=2[N:3]=[C:2]1[CH2:10][N:11]([CH3:22])[CH:12]1[C:21]2[N:20]=[CH:19][CH:18]=[CH:17][C:16]=2[CH2:15][CH2:14][CH2:13]1.Cl.Cl[CH2:25][CH2:26][N:27]1[CH2:32][CH2:31][CH2:30][CH2:29][CH2:28]1.[I-].[K+].C([O-])([O-])=O.[K+].[K+], predict the reaction product. The product is: [CH3:22][N:11]([CH2:10][C:2]1[N:3]([CH2:25][CH2:26][N:27]2[CH2:32][CH2:31][CH2:30][CH2:29][CH2:28]2)[C:4]2[CH:9]=[CH:8][CH:7]=[CH:6][C:5]=2[N:1]=1)[CH:12]1[C:21]2[N:20]=[CH:19][CH:18]=[CH:17][C:16]=2[CH2:15][CH2:14][CH2:13]1.